From a dataset of Catalyst prediction with 721,799 reactions and 888 catalyst types from USPTO. Predict which catalyst facilitates the given reaction. (1) Reactant: CCN(C(C)C)C(C)C.[Cl:10][C:11]1[CH:12]=[CH:13][C:14]2[O:18][C:17]([C@@H:19]3[CH2:24][CH2:23][C@@H:22]([CH3:25])[NH:21][CH2:20]3)=[N:16][C:15]=2[CH:26]=1.[Cl:27][C:28]1[CH:29]=[CH:30][C:31]([C:37]2[N:42]=[CH:41][CH:40]=[CH:39][N:38]=2)=[C:32]([CH:36]=1)[C:33](O)=[O:34].C([O-])(O)=O.[Na+]. Product: [Cl:10][C:11]1[CH:12]=[CH:13][C:14]2[O:18][C:17]([C@H:19]3[CH2:20][N:21]([C:33]([C:32]4[CH:36]=[C:28]([Cl:27])[CH:29]=[CH:30][C:31]=4[C:37]4[N:38]=[CH:39][CH:40]=[CH:41][N:42]=4)=[O:34])[C@H:22]([CH3:25])[CH2:23][CH2:24]3)=[N:16][C:15]=2[CH:26]=1. The catalyst class is: 22. (2) Reactant: [F:1][C:2]1[CH:7]=[CH:6][C:5]([C:8]2[C:16]3[N:15]=[C:14]([CH2:17][C:18]([OH:21])([CH3:20])[CH3:19])[NH:13][C:12]=3[CH:11]=[C:10]([C:22]([O:24][CH3:25])=[O:23])[CH:9]=2)=[CH:4][CH:3]=1.[C:26](=O)([O-])[O-].[Cs+].[Cs+].CI. Product: [F:1][C:2]1[CH:3]=[CH:4][C:5]([C:8]2[C:16]3[N:15]=[C:14]([CH2:17][C:18]([OH:21])([CH3:20])[CH3:19])[N:13]([CH3:26])[C:12]=3[CH:11]=[C:10]([C:22]([O:24][CH3:25])=[O:23])[CH:9]=2)=[CH:6][CH:7]=1. The catalyst class is: 9. (3) The catalyst class is: 2. Reactant: [OH:1][C:2]1[C:11]2[C:6](=[CH:7][CH:8]=[CH:9][CH:10]=2)[CH:5]=[C:4]([C:12]([O:14][CH2:15][CH3:16])=[O:13])[CH:3]=1.CCN(CC)CC.[O:24](S(C(F)(F)F)(=O)=O)[S:25]([C:28]([F:31])([F:30])[F:29])(=O)=[O:26]. Product: [F:29][C:28]([F:31])([F:30])[S:25]([O:1][C:2]1[C:11]2[C:6](=[CH:7][CH:8]=[CH:9][CH:10]=2)[CH:5]=[C:4]([C:12]([O:14][CH2:15][CH3:16])=[O:13])[CH:3]=1)(=[O:26])=[O:24]. (4) Reactant: [BH4-].[Na+].[O:3]1[CH2:7][CH2:6][CH:5]([CH2:8][NH:9][C:10]([C:12]2[C:16]([CH:17]=[O:18])=[C:15]([CH2:19][CH2:20][CH2:21][C:22]3[CH:27]=[CH:26][CH:25]=[CH:24][C:23]=3[F:28])[O:14][N:13]=2)=[O:11])[CH2:4]1.Cl. Product: [O:3]1[CH2:7][CH2:6][CH:5]([CH2:8][NH:9][C:10]([C:12]2[C:16]([CH2:17][OH:18])=[C:15]([CH2:19][CH2:20][CH2:21][C:22]3[CH:27]=[CH:26][CH:25]=[CH:24][C:23]=3[F:28])[O:14][N:13]=2)=[O:11])[CH2:4]1. The catalyst class is: 5. (5) Reactant: C(OC(=O)[NH:7][CH2:8][CH2:9][CH2:10][N:11]1[C:19]([S:20][C:21]2[CH:26]=[C:25]([O:27][CH3:28])[CH:24]=[CH:23][C:22]=2[I:29])=[N:18][C:17]2[C:12]1=[N:13][CH:14]=[N:15][C:16]=2[NH2:30])(C)(C)C.[C:32]([OH:38])([C:34]([F:37])([F:36])[F:35])=[O:33]. Product: [C:32]([OH:38])([C:34]([F:37])([F:36])[F:35])=[O:33].[NH2:7][CH2:8][CH2:9][CH2:10][N:11]1[C:19]([S:20][C:21]2[CH:26]=[C:25]([O:27][CH3:28])[CH:24]=[CH:23][C:22]=2[I:29])=[N:18][C:17]2[C:12]1=[N:13][CH:14]=[N:15][C:16]=2[NH2:30]. The catalyst class is: 2. (6) Reactant: C([O-])([O-])=O.[K+].[K+].Br[CH2:8][C:9]([O:11]CC)=[O:10].[Cl:14][C:15]1[CH:16]=[CH:17][C:18]2[N:24]([CH2:25][C:26]([CH3:30])([CH3:29])[CH2:27][OH:28])[C:23](=[O:31])[C@@H:22]([CH2:32][C:33]([C:35]3[CH:40]=[CH:39][C:38]([OH:41])=[CH:37][CH:36]=3)=[O:34])[O:21][C@H:20]([C:42]3[CH:47]=[CH:46][CH:45]=[C:44]([O:48][CH3:49])[C:43]=3[O:50][CH3:51])[C:19]=2[CH:52]=1.Cl. Product: [Cl:14][C:15]1[CH:16]=[CH:17][C:18]2[N:24]([CH2:25][C:26]([CH3:30])([CH3:29])[CH2:27][OH:28])[C:23](=[O:31])[C@@H:22]([CH2:32][C:33]([C:35]3[CH:40]=[CH:39][C:38]([O:41][CH2:8][C:9]([OH:11])=[O:10])=[CH:37][CH:36]=3)=[O:34])[O:21][C@H:20]([C:42]3[CH:47]=[CH:46][CH:45]=[C:44]([O:48][CH3:49])[C:43]=3[O:50][CH3:51])[C:19]=2[CH:52]=1. The catalyst class is: 3. (7) Reactant: [Cl:1][C:2]1[C:10]2[N:9]=[C:8]3[N:11]([C:15]4[CH:20]=[CH:19][C:18]([O:21][CH3:22])=[CH:17][C:16]=4[Cl:23])[CH2:12][CH2:13][CH2:14][N:7]3[C:6]=2[C:5]([CH2:24][OH:25])=[CH:4][CH:3]=1.CC(OI1(OC(C)=O)(OC(C)=O)OC(=O)C2C=CC=CC1=2)=O. Product: [Cl:1][C:2]1[CH:3]=[CH:4][C:5]([CH:24]=[O:25])=[C:6]2[C:10]=1[N:9]=[C:8]1[N:11]([C:15]3[CH:20]=[CH:19][C:18]([O:21][CH3:22])=[CH:17][C:16]=3[Cl:23])[CH2:12][CH2:13][CH2:14][N:7]21. The catalyst class is: 16.